This data is from NCI-60 drug combinations with 297,098 pairs across 59 cell lines. The task is: Regression. Given two drug SMILES strings and cell line genomic features, predict the synergy score measuring deviation from expected non-interaction effect. (1) Drug 1: CCCCCOC(=O)NC1=NC(=O)N(C=C1F)C2C(C(C(O2)C)O)O. Drug 2: C1CN(P(=O)(OC1)NCCCl)CCCl. Cell line: ACHN. Synergy scores: CSS=-5.70, Synergy_ZIP=4.26, Synergy_Bliss=4.08, Synergy_Loewe=-4.43, Synergy_HSA=-3.85. (2) Drug 1: CC12CCC3C(C1CCC2=O)CC(=C)C4=CC(=O)C=CC34C. Drug 2: C1=CN(C=N1)CC(O)(P(=O)(O)O)P(=O)(O)O. Cell line: HS 578T. Synergy scores: CSS=15.1, Synergy_ZIP=-15.5, Synergy_Bliss=-26.0, Synergy_Loewe=-30.4, Synergy_HSA=-25.5. (3) Drug 1: C1CN1P(=S)(N2CC2)N3CC3. Drug 2: C(=O)(N)NO. Cell line: NCI-H522. Synergy scores: CSS=13.7, Synergy_ZIP=-5.41, Synergy_Bliss=-2.60, Synergy_Loewe=-15.6, Synergy_HSA=-1.78.